From a dataset of Forward reaction prediction with 1.9M reactions from USPTO patents (1976-2016). Predict the product of the given reaction. (1) Given the reactants [C:1]([O:5][C:6](=[O:41])[CH2:7][CH2:8][CH2:9][O:10][C:11]1[CH:16]=[C:15]([Cl:17])[C:14](C2OC(C)(C)C(C)(C)O2)=[CH:13][C:12]=1[S:27]([N:30]1[CH2:36][CH2:35][CH2:34][CH2:33][C:32]2[CH:37]=[CH:38][CH:39]=[CH:40][C:31]1=2)(=[O:29])=[O:28])([CH3:4])([CH3:3])[CH3:2].Br[C:43]1[C:48]([C:49]#[N:50])=[CH:47][C:46]([C:51]([F:54])([F:53])[F:52])=[N:45][CH:44]=1.C([O-])([O-])=O.[K+].[K+], predict the reaction product. The product is: [C:1]([O:5][C:6](=[O:41])[CH2:7][CH2:8][CH2:9][O:10][C:11]1[CH:16]=[C:15]([Cl:17])[C:14]([C:43]2[CH:44]=[N:45][C:46]([C:51]([F:54])([F:53])[F:52])=[CH:47][C:48]=2[C:49]#[N:50])=[CH:13][C:12]=1[S:27]([N:30]1[CH2:36][CH2:35][CH2:34][CH2:33][C:32]2[CH:37]=[CH:38][CH:39]=[CH:40][C:31]1=2)(=[O:29])=[O:28])([CH3:4])([CH3:2])[CH3:3]. (2) Given the reactants [N+:1]([C:4]1[CH:9]=[CH:8][C:7]([C:10]2[N:14]([C:15]3[CH:20]=[CH:19][CH:18]=[CH:17][CH:16]=3)[N:13]=[CH:12][CH:11]=2)=[CH:6][CH:5]=1)([O-:3])=O.[C:21]1([CH2:27]C#N)[CH:26]=[CH:25][CH:24]=[CH:23][CH:22]=1, predict the reaction product. The product is: [C:21]1([C:27]2[O:3][N:1]=[C:4]3[CH:9]=[CH:8][C:7]([C:10]4[N:14]([C:15]5[CH:20]=[CH:19][CH:18]=[CH:17][CH:16]=5)[N:13]=[CH:12][CH:11]=4)=[CH:6][C:5]=23)[CH:26]=[CH:25][CH:24]=[CH:23][CH:22]=1. (3) Given the reactants [ClH:1].CCOCC.C(OC([N:14]1[CH2:17][CH2:16][C@H:15]1[CH2:18][O:19][C:20]1[CH:21]=[C:22]([C@H:26]2[CH2:28][C@@H:27]2[CH2:29][OH:30])[CH:23]=[N:24][CH:25]=1)=O)(C)(C)C, predict the reaction product. The product is: [ClH:1].[NH:14]1[CH2:17][CH2:16][C@H:15]1[CH2:18][O:19][C:20]1[CH:21]=[C:22]([C@H:26]2[CH2:28][C@@H:27]2[CH2:29][OH:30])[CH:23]=[N:24][CH:25]=1.[ClH:1]. (4) Given the reactants [CH3:1][O:2][C:3](=[O:15])[C@@H:4]([NH2:14])[CH2:5][CH2:6][C:7]1[CH:12]=[CH:11][C:10]([Cl:13])=[CH:9][CH:8]=1.C(N(CC)CC)C.C([O-])(O)=O.[Na+].[CH3:28][C:29]([O:32][C:33](O[C:33]([O:32][C:29]([CH3:31])([CH3:30])[CH3:28])=[O:34])=[O:34])([CH3:31])[CH3:30], predict the reaction product. The product is: [CH3:1][O:2][C:3](=[O:15])[C@@H:4]([NH:14][C:33]([O:32][C:29]([CH3:31])([CH3:30])[CH3:28])=[O:34])[CH2:5][CH2:6][C:7]1[CH:8]=[CH:9][C:10]([Cl:13])=[CH:11][CH:12]=1. (5) Given the reactants [C:1]([O:5][C:6]([N:8]1[CH2:13][CH2:12][CH:11]([CH:14]([OH:24])[CH2:15][C:16]2[C:21](Br)=[CH:20][N:19]=[C:18]([Cl:23])[CH:17]=2)[CH2:10][CH2:9]1)=[O:7])([CH3:4])([CH3:3])[CH3:2].C(P(C(C)(C)C)C1C=CC2C(=CC=CC=2)C=1C1C2C(=CC=CC=2)C=CC=1)(C)(C)C.C(=O)([O-])[O-].[Cs+].[Cs+].C(OCC)(=O)C, predict the reaction product. The product is: [C:1]([O:5][C:6]([N:8]1[CH2:13][CH2:12][CH:11]([CH:14]2[O:24][C:21]3=[CH:20][N:19]=[C:18]([Cl:23])[CH:17]=[C:16]3[CH2:15]2)[CH2:10][CH2:9]1)=[O:7])([CH3:4])([CH3:3])[CH3:2]. (6) Given the reactants [CH3:1][O:2][C:3](=[O:12])[CH2:4][NH:5][C:6]1[CH:11]=[CH:10][CH:9]=[CH:8][CH:7]=1.[C:13](=O)([O-])[O-].[K+].[K+].IC, predict the reaction product. The product is: [CH3:1][O:2][C:3](=[O:12])[CH2:4][N:5]([CH3:13])[C:6]1[CH:11]=[CH:10][CH:9]=[CH:8][CH:7]=1. (7) Given the reactants Br[C:2]1[CH:3]=[CH:4][C:5]([N:19]([CH2:23][CH:24]([CH3:26])[CH3:25])[CH2:20][C:21]#[CH:22])=[C:6]([NH:8][C:9]([NH:11][C:12]2[CH:17]=[CH:16][C:15]([CH3:18])=[CH:14][CH:13]=2)=[O:10])[CH:7]=1.[C:27]([C:30]1[CH:35]=[CH:34][C:33]([F:36])=[CH:32][C:31]=1B(O)O)([OH:29])=[O:28].C(N(CCC(F)(F)F)C1C=CC(Br)=CC=1NC(NC1C=CC(C)=CC=1)=O)C1C=CC=CC=1, predict the reaction product. The product is: [F:36][C:33]1[CH:34]=[C:35]([C:2]2[CH:3]=[CH:4][C:5]([N:19]([CH2:23][CH:24]([CH3:26])[CH3:25])[CH2:20][C:21]#[CH:22])=[C:6]([NH:8][C:9]([NH:11][C:12]3[CH:17]=[CH:16][C:15]([CH3:18])=[CH:14][CH:13]=3)=[O:10])[CH:7]=2)[C:30]([C:27]([OH:29])=[O:28])=[CH:31][CH:32]=1. (8) The product is: [Cl:1][C:2]1[CH:3]=[C:4]([CH:5]=[O:6])[CH:7]=[CH:8][C:9]=1[O:10][S:13]([C:12]([F:25])([F:24])[F:11])(=[O:15])=[O:14]. Given the reactants [Cl:1][C:2]1[CH:3]=[C:4]([CH:7]=[CH:8][C:9]=1[OH:10])[CH:5]=[O:6].[F:11][C:12]([F:25])([F:24])[S:13](O[S:13]([C:12]([F:25])([F:24])[F:11])(=[O:15])=[O:14])(=[O:15])=[O:14], predict the reaction product. (9) Given the reactants [CH3:1][C:2]1[C:3]([O:5][C:6](=[O:9])[C:7]=1[CH3:8])=O.S(=O)(=O)(O)O.[C:15](=[O:18])([OH:17])[O-].[Na+].[CH3:20]O, predict the reaction product. The product is: [CH3:1]/[C:2](=[C:7](\[CH3:8])/[C:6]([O:5][CH3:3])=[O:9])/[C:15]([O:17][CH3:20])=[O:18].